Dataset: Full USPTO retrosynthesis dataset with 1.9M reactions from patents (1976-2016). Task: Predict the reactants needed to synthesize the given product. (1) The reactants are: [I:1][C:2]1[CH:6]=[C:5]([CH3:7])[NH:4][N:3]=1.Br[CH2:9][CH2:10][C:11]1[CH:16]=[CH:15][C:14]([F:17])=[CH:13][CH:12]=1.C(=O)([O-])[O-].[K+].[K+]. Given the product [F:17][C:14]1[CH:15]=[CH:16][C:11]([CH2:10][CH2:9][N:4]2[C:5]([CH3:7])=[CH:6][C:2]([I:1])=[N:3]2)=[CH:12][CH:13]=1, predict the reactants needed to synthesize it. (2) Given the product [C:24]1([C:34]2[N:39]=[N:38][N:37]=[C:36]([C:40]3[CH:45]=[CH:44][C:43]([O:46][CH2:6][CH2:5][O:4][C:1](=[O:3])[CH3:2])=[CH:42][C:41]=3[OH:50])[C:35]=2[C:51]2[C:60]3[C:55](=[CH:56][CH:57]=[CH:58][CH:59]=3)[CH:54]=[CH:53][CH:52]=2)[C:33]2[C:28](=[CH:29][CH:30]=[CH:31][CH:32]=2)[CH:27]=[CH:26][CH:25]=1, predict the reactants needed to synthesize it. The reactants are: [C:1]([O:4][C:5](=O)[CH3:6])(=[O:3])[CH3:2].C(N(CC)CC)C.CN(C1C=CC=CN=1)C.[C:24]1([C:34]2[N:39]=[N:38][N:37]=[C:36]([C:40]3[CH:45]=[CH:44][C:43]([O:46]CCO)=[CH:42][C:41]=3[OH:50])[C:35]=2[C:51]2[C:60]3[C:55](=[CH:56][CH:57]=[CH:58][CH:59]=3)[CH:54]=[CH:53][CH:52]=2)[C:33]2[C:28](=[CH:29][CH:30]=[CH:31][CH:32]=2)[CH:27]=[CH:26][CH:25]=1. (3) Given the product [C:4]([C:5]1[CH:6]=[C:7]([C:15]([OH:17])=[O:16])[C:8](=[CH:13][CH:14]=1)[C:9]([OH:11])=[O:10])#[CH:3], predict the reactants needed to synthesize it. The reactants are: OC(C)(C)[CH2:3][CH:4]=[C:5]1[CH:14]=[CH:13][C:8]([C:9]([O:11]C)=[O:10])=[C:7]([C:15]([O:17]C)=[O:16])[CH2:6]1.O=C1O[C@H]([C@H](CO)O)C(O)=C1O.[OH-].[Na+].Cl. (4) The reactants are: C([O:3][C:4](=[O:32])[CH:5]([C:11]1[CH:12]=[CH:13][C:14]2[N:18]=[C:17]([C:19]3[CH:24]=[CH:23][CH:22]=[CH:21][C:20]=3[O:25][CH3:26])[NH:16][C:15]=2[C:27]=1[C:28]([O:30]C)=[O:29])C(OCC)=O)C.[OH-].[Na+]. Given the product [C:4]([CH2:5][C:11]1[CH:12]=[CH:13][C:14]2[N:18]=[C:17]([C:19]3[CH:24]=[CH:23][CH:22]=[CH:21][C:20]=3[O:25][CH3:26])[NH:16][C:15]=2[C:27]=1[C:28]([OH:30])=[O:29])([OH:32])=[O:3], predict the reactants needed to synthesize it.